This data is from Peptide-MHC class II binding affinity with 134,281 pairs from IEDB. The task is: Regression. Given a peptide amino acid sequence and an MHC pseudo amino acid sequence, predict their binding affinity value. This is MHC class II binding data. The peptide sequence is AQGPKATFEAMYLGT. The MHC is HLA-DPA10201-DPB10501 with pseudo-sequence HLA-DPA10201-DPB10501. The binding affinity (normalized) is 0.171.